This data is from Full USPTO retrosynthesis dataset with 1.9M reactions from patents (1976-2016). The task is: Predict the reactants needed to synthesize the given product. (1) Given the product [N:1]([C:6]1[N:11]=[CH:10][N:9]=[C:8]([O:12][C:13]2[CH:18]=[CH:17][CH:16]=[CH:15][C:14]=2/[C:19](=[CH:24]\[O:25][CH3:26])/[C:20]([O:22][CH3:23])=[O:21])[CH:7]=1)=[N+:2]=[N-:3], predict the reactants needed to synthesize it. The reactants are: [N-:1]=[N+:2]=[N-:3].[Na+].Cl[C:6]1[N:11]=[CH:10][N:9]=[C:8]([O:12][C:13]2[CH:18]=[CH:17][CH:16]=[CH:15][C:14]=2/[C:19](=[CH:24]\[O:25][CH3:26])/[C:20]([O:22][CH3:23])=[O:21])[CH:7]=1.O. (2) Given the product [CH3:5][C:2]([CH3:1])([O:6][CH2:7][C:8]([O:10][CH3:11])=[O:9])[C:3](=[O:13])[CH3:4], predict the reactants needed to synthesize it. The reactants are: [CH3:1][C:2]([O:6][CH2:7][C:8]([O:10][CH3:11])=[O:9])([CH3:5])[C:3]#[CH:4].S(=O)(=O)(O)[OH:13].